Dataset: Catalyst prediction with 721,799 reactions and 888 catalyst types from USPTO. Task: Predict which catalyst facilitates the given reaction. (1) Reactant: [Cl:1][C:2]1[C:7]([F:8])=[C:6](Cl)[N:5]=[C:4]([S:10][CH3:11])[N:3]=1.C(N(CC)CC)C.O.[NH2:20][NH2:21]. Product: [Cl:1][C:2]1[C:7]([F:8])=[C:6]([NH:20][NH2:21])[N:5]=[C:4]([S:10][CH3:11])[N:3]=1. The catalyst class is: 58. (2) Reactant: [Br:1][C:2]1[CH:11]=[CH:10][C:5]([C:6]([O:8]C)=O)=[C:4]([S:12]([CH3:15])(=[O:14])=[O:13])[CH:3]=1.[H-].[Na+]. Product: [Br:1][C:2]1[CH:11]=[CH:10][C:5]2[C:6](=[O:8])[CH2:15][S:12](=[O:14])(=[O:13])[C:4]=2[CH:3]=1. The catalyst class is: 1. (3) Reactant: [Br:1][C:2]1[CH:7]=[CH:6][C:5]([NH:8][S:9]([C:12]2[CH:17]=[CH:16][CH:15]=[CH:14][CH:13]=2)(=[O:11])=[O:10])=[CH:4][C:3]=1[N+:18]([O-])=O.Cl. Product: [Br:1][C:2]1[CH:7]=[CH:6][C:5]([NH:8][S:9]([C:12]2[CH:17]=[CH:16][CH:15]=[CH:14][CH:13]=2)(=[O:10])=[O:11])=[CH:4][C:3]=1[NH2:18]. The catalyst class is: 415.